From a dataset of Forward reaction prediction with 1.9M reactions from USPTO patents (1976-2016). Predict the product of the given reaction. Given the reactants [CH3:1][C:2]1[CH:7]=[CH:6][N:5]=[C:4]([NH2:8])[CH:3]=1.O=[CH:10][C:11]1[CH:19]=[CH:18][C:16]([OH:17])=[C:13]([O:14][CH3:15])[CH:12]=1.[N+:20]([CH2:22][C:23]1[CH:32]=[CH:31][C:26]2[O:27][CH2:28][CH2:29][O:30][C:25]=2[CH:24]=1)#[C-:21], predict the reaction product. The product is: [O:27]1[CH2:28][CH2:29][O:30][C:25]2[CH:24]=[C:23]([CH2:22][NH:20][C:21]3[N:5]4[CH:6]=[CH:7][C:2]([CH3:1])=[CH:3][C:4]4=[N:8][C:10]=3[C:11]3[CH:19]=[CH:18][C:16]([OH:17])=[C:13]([O:14][CH3:15])[CH:12]=3)[CH:32]=[CH:31][C:26]1=2.